This data is from Reaction yield outcomes from USPTO patents with 853,638 reactions. The task is: Predict the reaction yield, written as a fraction of the theoretical maximum amount of product (1.0 means a 100% yield; for example, 0.34 means a 34% yield). (1) The reactants are [CH2:1]([N:3]1[C:12]2[C:7](=[CH:8][C:9]([N+:13]([O-])=O)=[CH:10][CH:11]=2)[C:6](=[O:16])[N:5]([CH2:17][O:18][CH3:19])[C:4]1=[O:20])[CH3:2].[H][H]. The catalyst is C(OCC)(=O)C.[Pd]. The product is [NH2:13][C:9]1[CH:8]=[C:7]2[C:12](=[CH:11][CH:10]=1)[N:3]([CH2:1][CH3:2])[C:4](=[O:20])[N:5]([CH2:17][O:18][CH3:19])[C:6]2=[O:16]. The yield is 0.942. (2) The product is [C:1]([C:3]1[CH:8]=[CH:7][C:6]([NH:9][CH:10]([C:16]2[CH:17]=[C:18]([O:24][CH3:25])[CH:19]=[C:20]([CH2:22][CH3:23])[CH:21]=2)[C:11]([O:13][CH2:14][CH3:15])=[O:12])=[CH:5][CH:4]=1)#[N:2]. The reactants are [C:1]([C:3]1[CH:8]=[CH:7][C:6]([NH:9][CH:10]([C:16]2[CH:21]=[C:20]([CH:22]=[CH2:23])[CH:19]=[C:18]([O:24][CH3:25])[CH:17]=2)[C:11]([O:13][CH2:14][CH3:15])=[O:12])=[CH:5][CH:4]=1)#[N:2].C1COCC1. The catalyst is CCO.[Pd]. The yield is 0.990. (3) The reactants are [C:1]([O:5][C:6]([N:8]1[CH2:13][CH2:12][CH:11]([CH2:14][C:15]([OH:17])=O)[CH2:10][CH2:9]1)=[O:7])([CH3:4])([CH3:3])[CH3:2].C(Cl)(=O)C([Cl:21])=O.CN(C=O)C. The catalyst is C(Cl)Cl. The product is [Cl:21][C:15](=[O:17])[CH2:14][CH:11]1[CH2:12][CH2:13][N:8]([C:6]([O:5][C:1]([CH3:4])([CH3:3])[CH3:2])=[O:7])[CH2:9][CH2:10]1. The yield is 1.00. (4) The reactants are [CH3:1][C:2]1[CH:17]=[C:16]([N+:18]([O-])=O)[CH:15]=[CH:14][C:3]=1[O:4][C:5]1[CH:6]=[CH:7][C:8]([CH2:12][OH:13])=[N+:9]([O-:11])[CH:10]=1. The catalyst is O=[Pt]=O.CCOC(C)=O. The product is [NH2:18][C:16]1[CH:15]=[CH:14][C:3]([O:4][C:5]2[CH:6]=[CH:7][C:8]([CH2:12][OH:13])=[N+:9]([O-:11])[CH:10]=2)=[C:2]([CH3:1])[CH:17]=1. The yield is 0.780. (5) The reactants are [Cl:1][C:2]1[CH:8]=[C:7]([O:9][C:10]2[C:11]3[N:18]([CH3:19])[C:17]([CH2:20][O:21][CH3:22])=[CH:16][C:12]=3[N:13]=[CH:14][N:15]=2)[CH:6]=[CH:5][C:3]=1[NH2:4].C(N(CC)CC)C.[F:30][C:31]([F:42])([F:41])[C:32]1[CH:33]=[C:34]([N:38]=[C:39]=[O:40])[CH:35]=[CH:36][CH:37]=1.O. The catalyst is O1CCCC1. The product is [Cl:1][C:2]1[CH:8]=[C:7]([O:9][C:10]2[C:11]3[N:18]([CH3:19])[C:17]([CH2:20][O:21][CH3:22])=[CH:16][C:12]=3[N:13]=[CH:14][N:15]=2)[CH:6]=[CH:5][C:3]=1[NH:4][C:39]([NH:38][C:34]1[CH:35]=[CH:36][CH:37]=[C:32]([C:31]([F:30])([F:41])[F:42])[CH:33]=1)=[O:40]. The yield is 0.370. (6) The reactants are [CH3:1][N:2]([CH:10]1[CH2:15][CH2:14][NH:13][CH2:12][CH2:11]1)[C:3](=[O:9])[O:4][C:5]([CH3:8])([CH3:7])[CH3:6].C(=O)([O-])[O-].[K+].[K+].[CH3:22][O:23][C:24](=[O:36])[CH2:25][C:26]1[CH:31]=[CH:30][CH:29]=[C:28]([O:32][CH2:33][CH2:34]Br)[CH:27]=1. The catalyst is CN(C)C=O. The product is [CH3:22][O:23][C:24](=[O:36])[CH2:25][C:26]1[CH:31]=[CH:30][CH:29]=[C:28]([O:32][CH2:33][CH2:34][N:13]2[CH2:12][CH2:11][CH:10]([N:2]([C:3]([O:4][C:5]([CH3:8])([CH3:6])[CH3:7])=[O:9])[CH3:1])[CH2:15][CH2:14]2)[CH:27]=1. The yield is 0.890. (7) The reactants are [C:1]([O:5][C:6]([NH:8][C@H:9]([C:14]1[NH:15][C:16]([C:19]2[CH:24]=[CH:23][C:22]([C:25]3[CH:30]=[CH:29][C:28]([C:31]4[NH:35][C:34]([C@@H:36]5[CH2:40][CH2:39][CH2:38][N:37]5C(OCC5C=CC=CC=5)=O)=[N:33][CH:32]=4)=[CH:27][CH:26]=3)=[CH:21][CH:20]=2)=[CH:17][N:18]=1)[C:10]([CH3:13])([CH3:12])[CH3:11])=[O:7])([CH3:4])([CH3:3])[CH3:2].C([O-])([O-])=O.[K+].[K+]. The catalyst is CO.[Pd]. The product is [CH3:11][C:10]([CH3:13])([CH3:12])[C@H:9]([NH:8][C:6](=[O:7])[O:5][C:1]([CH3:4])([CH3:3])[CH3:2])[C:14]1[NH:15][C:16]([C:19]2[CH:24]=[CH:23][C:22]([C:25]3[CH:26]=[CH:27][C:28]([C:31]4[NH:35][C:34]([C@@H:36]5[CH2:40][CH2:39][CH2:38][NH:37]5)=[N:33][CH:32]=4)=[CH:29][CH:30]=3)=[CH:21][CH:20]=2)=[CH:17][N:18]=1. The yield is 0.950. (8) The product is [CH3:11][NH:10][C:8]([C:6]1[N:7]=[C:2]([NH:1][S:41]([CH2:40][C:37]2[CH:38]=[CH:39][C:34]([Cl:33])=[CH:35][CH:36]=2)(=[O:42])=[O:43])[N:3]([CH3:21])[C:4](=[O:20])[C:5]=1[O:12][CH2:13][C:14]1[CH:19]=[CH:18][CH:17]=[CH:16][CH:15]=1)=[O:9]. The catalyst is C1COCC1.CCOC(C)=O. The yield is 0.510. The reactants are [NH2:1][C:2]1[N:3]([CH3:21])[C:4](=[O:20])[C:5]([O:12][CH2:13][C:14]2[CH:19]=[CH:18][CH:17]=[CH:16][CH:15]=2)=[C:6]([C:8]([NH:10][CH3:11])=[O:9])[N:7]=1.CN(C=O)C.CC(C)([O-])C.[K+].[Cl:33][C:34]1[CH:39]=[CH:38][C:37]([CH2:40][S:41](Cl)(=[O:43])=[O:42])=[CH:36][CH:35]=1. (9) The yield is 0.0400. The reactants are [CH2:1]([NH:8][C@@H:9]([C:20]1[NH:21][CH:22]=[C:23]([C:25]2[CH:30]=[CH:29][CH:28]=[CH:27][CH:26]=2)[N:24]=1)[CH2:10][C:11]1[C:19]2[C:14](=[CH:15][CH:16]=[CH:17][CH:18]=2)[NH:13][CH:12]=1)[C:2]1[CH:7]=[CH:6][CH:5]=[CH:4][CH:3]=1.S(C1C=CC(C)=CC=1)(O[CH3:35])(=O)=O.CC([O-])(C)C.[K+].C(=O)(O)[O-].[Na+]. The catalyst is O1CCCC1.C(OCC)(=O)C. The product is [CH2:1]([N:8]([CH3:35])[C@@H:9]([C:20]1[NH:21][CH:22]=[C:23]([C:25]2[CH:30]=[CH:29][CH:28]=[CH:27][CH:26]=2)[N:24]=1)[CH2:10][C:11]1[C:19]2[C:14](=[CH:15][CH:16]=[CH:17][CH:18]=2)[NH:13][CH:12]=1)[C:2]1[CH:7]=[CH:6][CH:5]=[CH:4][CH:3]=1.